From a dataset of Reaction yield outcomes from USPTO patents with 853,638 reactions. Predict the reaction yield, written as a fraction of the theoretical maximum amount of product (1.0 means a 100% yield; for example, 0.34 means a 34% yield). The reactants are Br[C:2]1[CH:10]=[CH:9][CH:8]=[C:7]2[C:3]=1[CH2:4][CH2:5][C:6]2=[O:11].[C:12]([Cu])#[N:13]. The catalyst is CN(C=O)C. The product is [O:11]=[C:6]1[C:7]2[CH:8]=[CH:9][CH:10]=[C:2]([C:12]#[N:13])[C:3]=2[CH2:4][CH2:5]1. The yield is 0.600.